This data is from Peptide-MHC class II binding affinity with 134,281 pairs from IEDB. The task is: Regression. Given a peptide amino acid sequence and an MHC pseudo amino acid sequence, predict their binding affinity value. This is MHC class II binding data. (1) The peptide sequence is VKAWWTDLLAKPSVQ. The MHC is DRB3_0101 with pseudo-sequence DRB3_0101. The binding affinity (normalized) is 0.450. (2) The peptide sequence is TSVIIDGNCDGRGKS. The MHC is DRB4_0103 with pseudo-sequence DRB4_0103. The binding affinity (normalized) is 0.559. (3) The peptide sequence is TVWAQSADFPQFKPE. The MHC is HLA-DPA10201-DPB11401 with pseudo-sequence HLA-DPA10201-DPB11401. The binding affinity (normalized) is 0.